From a dataset of Reaction yield outcomes from USPTO patents with 853,638 reactions. Predict the reaction yield, written as a fraction of the theoretical maximum amount of product (1.0 means a 100% yield; for example, 0.34 means a 34% yield). The reactants are [CH2:1]1[C:11]2[C:6](=[CH:7][CH:8]=[CH:9][CH:10]=2)[NH:5][C:3](=[O:4])[CH2:2]1.O.[N+:13]([O-])([OH:15])=[O:14]. The catalyst is OS(O)(=O)=O. The product is [N+:13]([C:8]1[CH:7]=[C:1]2[C:11](=[CH:10][CH:9]=1)[CH2:6][NH:5][C:3](=[O:4])[CH2:2]2)([O-:15])=[O:14]. The yield is 0.880.